This data is from Forward reaction prediction with 1.9M reactions from USPTO patents (1976-2016). The task is: Predict the product of the given reaction. (1) Given the reactants Br[CH2:2][C:3]1[C:8]2[C:9]([O:31][CH3:32])=[N:10][N:11]([C:12]([C:25]3[CH:30]=[CH:29][CH:28]=[CH:27][CH:26]=3)([C:19]3[CH:24]=[CH:23][CH:22]=[CH:21][CH:20]=3)[C:13]3[CH:18]=[CH:17][CH:16]=[CH:15][CH:14]=3)[C:7]=2[CH:6]=[C:5]([Cl:33])[N:4]=1.C[N+]1([O-])CC[O:38]CC1, predict the reaction product. The product is: [Cl:33][C:5]1[N:4]=[C:3]([CH:2]=[O:38])[C:8]2[C:9]([O:31][CH3:32])=[N:10][N:11]([C:12]([C:13]3[CH:18]=[CH:17][CH:16]=[CH:15][CH:14]=3)([C:25]3[CH:30]=[CH:29][CH:28]=[CH:27][CH:26]=3)[C:19]3[CH:24]=[CH:23][CH:22]=[CH:21][CH:20]=3)[C:7]=2[CH:6]=1. (2) Given the reactants Br[C:2]1[CH:11]=[CH:10][C:5]([C:6]([O:8][CH3:9])=[O:7])=[C:4]([F:12])[CH:3]=1.CC1(C)C(C)(C)OB([C:21]2[CH2:26][CH2:25][N:24]([C:27]([O:29][C:30]([CH3:33])([CH3:32])[CH3:31])=[O:28])[CH2:23][CH:22]=2)O1.P([O-])([O-])([O-])=O.[K+].[K+].[K+], predict the reaction product. The product is: [F:12][C:4]1[CH:3]=[C:2]([C:21]2[CH2:26][CH2:25][N:24]([C:27]([O:29][C:30]([CH3:33])([CH3:32])[CH3:31])=[O:28])[CH2:23][CH:22]=2)[CH:11]=[CH:10][C:5]=1[C:6]([O:8][CH3:9])=[O:7].